From a dataset of Peptide-MHC class II binding affinity with 134,281 pairs from IEDB. Regression. Given a peptide amino acid sequence and an MHC pseudo amino acid sequence, predict their binding affinity value. This is MHC class II binding data. The MHC is HLA-DPA10103-DPB10401 with pseudo-sequence HLA-DPA10103-DPB10401. The binding affinity (normalized) is 0.0638. The peptide sequence is INRQILDNAAKYVEH.